From a dataset of CYP2D6 inhibition data for predicting drug metabolism from PubChem BioAssay. Regression/Classification. Given a drug SMILES string, predict its absorption, distribution, metabolism, or excretion properties. Task type varies by dataset: regression for continuous measurements (e.g., permeability, clearance, half-life) or binary classification for categorical outcomes (e.g., BBB penetration, CYP inhibition). Dataset: cyp2d6_veith. (1) The compound is CCN(CC)c1ccc2c(Cl)c(Br)c(=O)oc2c1. The result is 0 (non-inhibitor). (2) The molecule is CCn1c(SCC(=O)c2ccc(OC)cc2)nnc1C1CC1. The result is 1 (inhibitor). (3) The compound is COC(=O)[C@@]1(Cc2ccc(OC)cc2)[C@H]2c3cc(C(=O)N4CCCC4)n(Cc4cc(F)cc5c4OCOC5)c3C[C@H]2CN1C(=O)c1ccccc1. The result is 0 (non-inhibitor). (4) The compound is CC(=O)NC(Cc1ccc(F)cc1)C(=O)O. The result is 0 (non-inhibitor). (5) The molecule is Cl.NCCCCCc1nnc(SCc2ccc(Cl)c(Cl)c2)o1. The result is 1 (inhibitor). (6) The molecule is O=C1C2C3C=CC(C3)C2C(=O)N1c1ncn[nH]1. The result is 0 (non-inhibitor). (7) The compound is Cc1ccc(C)c(NC(=O)C2CC(O)CN2C(=O)OC(C)(C)C)c1. The result is 0 (non-inhibitor). (8) The molecule is C[C@@H](N)C(=O)O. The result is 0 (non-inhibitor). (9) The drug is Fc1ccc(C2CC(c3ccco3)=NN2c2ccccc2)cc1. The result is 1 (inhibitor).